Dataset: Catalyst prediction with 721,799 reactions and 888 catalyst types from USPTO. Task: Predict which catalyst facilitates the given reaction. (1) Reactant: [NH2:1][C:2]1[C:3]([C:12]#[C:13][C:14]2[CH:19]=[CH:18][CH:17]=[CH:16][CH:15]=2)=[N:4][CH:5]=[CH:6][C:7]=1[C:8]([O:10]C)=[O:9].O(C(C)(C)C)[K].O.Cl. Product: [C:14]1([C:13]2[NH:1][C:2]3[C:3](=[N:4][CH:5]=[CH:6][C:7]=3[C:8]([OH:10])=[O:9])[CH:12]=2)[CH:19]=[CH:18][CH:17]=[CH:16][CH:15]=1. The catalyst class is: 37. (2) Product: [CH:1]([N:4]1[C:8]([C:9]2[CH:14]=[CH:13][N:12]=[C:11]([NH:15][C:66]3[CH:67]=[CH:68][C:69]([C:74]([N:76]4[CH2:81][CH2:80][N:79]([CH3:82])[CH2:78][CH2:77]4)=[O:75])=[C:70]([CH:73]=3)[C:71]#[N:72])[N:10]=2)=[CH:7][N:6]=[C:5]1[CH3:16])([CH3:3])[CH3:2]. Reactant: [CH:1]([N:4]1[C:8]([C:9]2[CH:14]=[CH:13][N:12]=[C:11]([NH2:15])[N:10]=2)=[CH:7][N:6]=[C:5]1[CH3:16])([CH3:3])[CH3:2].CC1(C)C2C(=C(P(C3C=CC=CC=3)C3C=CC=CC=3)C=CC=2)OC2C(P(C3C=CC=CC=3)C3C=CC=CC=3)=CC=CC1=2.C(=O)([O-])[O-].[Cs+].[Cs+].Cl[C:66]1[CH:67]=[CH:68][C:69]([C:74]([N:76]2[CH2:81][CH2:80][N:79]([CH3:82])[CH2:78][CH2:77]2)=[O:75])=[C:70]([CH:73]=1)[C:71]#[N:72]. The catalyst class is: 12. (3) Reactant: [NH:1]([C:3]([O:5][C:6]([CH3:9])([CH3:8])[CH3:7])=[O:4])[NH2:2].[C:10](Cl)(=[O:19])[O:11][CH2:12][C:13]1[CH:18]=[CH:17][CH:16]=[CH:15][CH:14]=1.C([O-])(O)=O.[Na+]. Product: [NH:2]([C:10]([O:11][CH2:12][C:13]1[CH:18]=[CH:17][CH:16]=[CH:15][CH:14]=1)=[O:19])[NH:1][C:3]([O:5][C:6]([CH3:9])([CH3:8])[CH3:7])=[O:4]. The catalyst class is: 2.